From a dataset of Peptide-MHC class II binding affinity with 134,281 pairs from IEDB. Regression. Given a peptide amino acid sequence and an MHC pseudo amino acid sequence, predict their binding affinity value. This is MHC class II binding data. (1) The peptide sequence is IFMTATPPGTADAFP. The MHC is DRB1_1101 with pseudo-sequence DRB1_1101. The binding affinity (normalized) is 0.358. (2) The peptide sequence is STGWNETIVENLLAN. The MHC is DRB1_0101 with pseudo-sequence DRB1_0101. The binding affinity (normalized) is 0.0784. (3) The peptide sequence is AFKVAATAANDAPAN. The MHC is DRB1_0901 with pseudo-sequence DRB1_0901. The binding affinity (normalized) is 0.492. (4) The peptide sequence is EITGIMKDFDEPGHL. The MHC is HLA-DPA10201-DPB11401 with pseudo-sequence HLA-DPA10201-DPB11401. The binding affinity (normalized) is 0.0761. (5) The peptide sequence is LHTEFQTVSFSMVGL. The MHC is DRB1_0101 with pseudo-sequence DRB1_0101. The binding affinity (normalized) is 0.747. (6) The peptide sequence is YDKFLINVSTVLTGK. The MHC is DRB1_0802 with pseudo-sequence DRB1_0802. The binding affinity (normalized) is 0.842. (7) The MHC is DRB1_0801 with pseudo-sequence DRB1_0801. The binding affinity (normalized) is 0.655. The peptide sequence is ERGYVKLEGRVIDLG.